The task is: Regression. Given a peptide amino acid sequence and an MHC pseudo amino acid sequence, predict their binding affinity value. This is MHC class I binding data.. This data is from Peptide-MHC class I binding affinity with 185,985 pairs from IEDB/IMGT. (1) The peptide sequence is VQPWLMVDV. The MHC is HLA-A02:01 with pseudo-sequence HLA-A02:01. The binding affinity (normalized) is 0.0847. (2) The peptide sequence is CRCLGEGHGA. The MHC is Mamu-B03 with pseudo-sequence Mamu-B03. The binding affinity (normalized) is 0.0155. (3) The peptide sequence is KRWIILGLNK. The MHC is HLA-A30:01 with pseudo-sequence HLA-A30:01. The binding affinity (normalized) is 0.121.